Dataset: Peptide-MHC class I binding affinity with 185,985 pairs from IEDB/IMGT. Task: Regression. Given a peptide amino acid sequence and an MHC pseudo amino acid sequence, predict their binding affinity value. This is MHC class I binding data. (1) The peptide sequence is AVNAATYNR. The MHC is HLA-B40:01 with pseudo-sequence HLA-B40:01. The binding affinity (normalized) is 0.0847. (2) The peptide sequence is QWPLSKEKI. The MHC is Mamu-A01 with pseudo-sequence Mamu-A01. The binding affinity (normalized) is 0. (3) The peptide sequence is KMLELEKCT. The MHC is HLA-A02:03 with pseudo-sequence HLA-A02:03. The binding affinity (normalized) is 0.